Task: Predict the reaction yield, written as a fraction of the theoretical maximum amount of product (1.0 means a 100% yield; for example, 0.34 means a 34% yield).. Dataset: Reaction yield outcomes from USPTO patents with 853,638 reactions (1) The reactants are [N+:1]([C:4]1[CH:9]=[CH:8][C:7]([C:10]2[S:11][C:12]3[CH:18]([OH:19])[CH2:17][CH2:16][CH2:15][C:13]=3[N:14]=2)=[CH:6][CH:5]=1)([O-])=O. The catalyst is O.C(O)C. The product is [NH2:1][C:4]1[CH:5]=[CH:6][C:7]([C:10]2[S:11][C:12]3[CH:18]([OH:19])[CH2:17][CH2:16][CH2:15][C:13]=3[N:14]=2)=[CH:8][CH:9]=1. The yield is 0.990. (2) The catalyst is C1(C)C=CC=CC=1.O=[Mn]=O. The yield is 0.830. The reactants are [CH2:1]([N:8]1[C:13](=[O:14])[CH:12]=[C:11]2[S:15][C:16]([CH:18]([OH:27])[CH2:19][CH2:20][C:21]3[CH:26]=[CH:25][CH:24]=[CH:23][CH:22]=3)=[CH:17][N:10]2[C:9]1=[O:28])[C:2]1[CH:7]=[CH:6][CH:5]=[CH:4][CH:3]=1. The product is [CH2:1]([N:8]1[C:13](=[O:14])[CH:12]=[C:11]2[S:15][C:16]([C:18](=[O:27])[CH2:19][CH2:20][C:21]3[CH:22]=[CH:23][CH:24]=[CH:25][CH:26]=3)=[CH:17][N:10]2[C:9]1=[O:28])[C:2]1[CH:7]=[CH:6][CH:5]=[CH:4][CH:3]=1. (3) The reactants are [Br:1][C:2]1[CH:3]=[N:4][C:5]([NH:8][C@@H:9]2[CH2:13][CH2:12][NH:11][CH2:10]2)=[N:6][CH:7]=1.[F:14][C:15]1[CH:23]=[CH:22][C:21]([CH:24]=[O:25])=[CH:20][C:16]=1[C:17](O)=[O:18].F[P-](F)(F)(F)(F)F.N1(OC(N(C)C)=[N+](C)C)C2C=CC=CC=2N=N1.C(N(CC)C(C)C)(C)C. No catalyst specified. The product is [Br:1][C:2]1[CH:3]=[N:4][C:5]([NH:8][C@@H:9]2[CH2:13][CH2:12][N:11]([C:17]([C:16]3[CH:20]=[C:21]([CH:22]=[CH:23][C:15]=3[F:14])[CH:24]=[O:25])=[O:18])[CH2:10]2)=[N:6][CH:7]=1. The yield is 0.530. (4) The reactants are Br.[CH2:2]([C:4]1[N:5]=[C:6]([C@@H:9]([NH2:20])[CH2:10][C:11]2[CH:16]=[CH:15][C:14]([N+:17]([O-:19])=[O:18])=[CH:13][CH:12]=2)[S:7][CH:8]=1)[CH3:3].[C:21]([NH:24][C@H:25]([C:33](O)=[O:34])[CH2:26][C:27]1[CH:32]=[CH:31][CH:30]=[CH:29][CH:28]=1)(=[O:23])[CH3:22].ON1C2C=CC=CC=2N=N1.C(N(C(C)C)CC)(C)C.CN(C)CCCN=C=NCC. The catalyst is CN(C=O)C.O. The product is [C:21]([NH:24][C@@H:25]([CH2:26][C:27]1[CH:28]=[CH:29][CH:30]=[CH:31][CH:32]=1)[C:33]([NH:20][C@H:9]([C:6]1[S:7][CH:8]=[C:4]([CH2:2][CH3:3])[N:5]=1)[CH2:10][C:11]1[CH:16]=[CH:15][C:14]([N+:17]([O-:19])=[O:18])=[CH:13][CH:12]=1)=[O:34])(=[O:23])[CH3:22]. The yield is 0.700.